The task is: Predict the product of the given reaction.. This data is from Forward reaction prediction with 1.9M reactions from USPTO patents (1976-2016). (1) The product is: [F:1][C:2]1[CH:7]=[C:6]([I:8])[CH:5]=[CH:4][C:3]=1[NH:9][C:10]1[C:11]([C:19]([NH:50][O:49][CH2:48][CH2:47][O:46][CH:44]=[CH2:45])=[O:21])=[N:12][N:13]([CH3:18])[C:14](=[O:17])[C:15]=1[CH3:16]. Given the reactants [F:1][C:2]1[CH:7]=[C:6]([I:8])[CH:5]=[CH:4][C:3]=1[NH:9][C:10]1[C:11]([C:19]([OH:21])=O)=[N:12][N:13]([CH3:18])[C:14](=[O:17])[C:15]=1[CH3:16].C1C=CC2N(O)N=NC=2C=1.CCN=C=NCCCN(C)C.Cl.[CH:44]([O:46][CH2:47][CH2:48][O:49][NH2:50])=[CH2:45], predict the reaction product. (2) Given the reactants C[N:2]([CH3:21])[CH:3]=[CH:4][C:5]([C:7]1[CH:8]=[C:9]([N:13]([CH2:19][CH3:20])[C:14]([CH:16]2[CH2:18][CH2:17]2)=[O:15])[CH:10]=[CH:11][CH:12]=1)=O.N[C:23]1[CH:27]=C[NH:25][N:24]=1, predict the reaction product. The product is: [CH2:19]([N:13]([C:9]1[CH:10]=[CH:11][CH:12]=[C:7]([C:5]2[N:25]3[N:24]=[CH:23][CH:27]=[C:21]3[N:2]=[CH:3][CH:4]=2)[CH:8]=1)[C:14]([CH:16]1[CH2:17][CH2:18]1)=[O:15])[CH3:20]. (3) Given the reactants C[N:2](C=O)C.[CH3:6][O:7][C:8]1[CH:13]=[CH:12][C:11]([C:14]2[C:23]([C:24]3[CH:29]=[CH:28][C:27]([O:30][CH3:31])=[CH:26][CH:25]=3)=[N:22][C:21]3[C:16](=[CH:17][CH:18]=[C:19]([S:32]([OH:35])(=O)=[O:33])[CH:20]=3)[N:15]=2)=[CH:10][CH:9]=1, predict the reaction product. The product is: [CH3:6][O:7][C:8]1[CH:13]=[CH:12][C:11]([C:14]2[C:23]([C:24]3[CH:29]=[CH:28][C:27]([O:30][CH3:31])=[CH:26][CH:25]=3)=[N:22][C:21]3[C:16](=[CH:17][CH:18]=[C:19]([S:32]([NH2:2])(=[O:35])=[O:33])[CH:20]=3)[N:15]=2)=[CH:10][CH:9]=1. (4) Given the reactants [NH2:1][CH:2]([C:11]1[C:16]([O:17][CH3:18])=[CH:15][CH:14]=[CH:13][C:12]=1[O:19][CH3:20])[CH2:3][CH2:4][CH2:5][CH2:6][C:7]([O:9]C)=O.[C:21]1([C:29]2[CH:34]=[CH:33][CH:32]=[CH:31][CH:30]=2)[CH:26]=[CH:25][CH:24]=[C:23]([CH:27]=O)[CH:22]=1, predict the reaction product. The product is: [C:21]1([C:29]2[CH:30]=[CH:31][CH:32]=[CH:33][CH:34]=2)[CH:26]=[CH:25][CH:24]=[C:23]([CH2:27][N:1]2[CH:2]([C:11]3[C:16]([O:17][CH3:18])=[CH:15][CH:14]=[CH:13][C:12]=3[O:19][CH3:20])[CH2:3][CH2:4][CH2:5][CH2:6][C:7]2=[O:9])[CH:22]=1. (5) Given the reactants [Cl:1][C:2]1[CH:7]=[C:6]([O:8][CH3:9])[C:5]([CH3:10])=[CH:4][C:3]=1[C:11]1[N:15]2[N:16]=[C:17]([C:20]3[CH:25]=[CH:24][C:23]([O:26][CH3:27])=[C:22]([O:28][CH3:29])[CH:21]=3)[CH:18]=[CH:19][C:14]2=[N:13][C:12]=1[CH3:30].[OH-].[Na+].O, predict the reaction product. The product is: [Cl:1][C:2]1[CH:7]=[C:6]([O:8][CH3:9])[C:5]([CH3:10])=[CH:4][C:3]=1[C:11]1[N:15]2[N:16]=[C:17]([C:20]3[CH:25]=[CH:24][C:23]([O:26][CH3:27])=[C:22]([O:28][CH3:29])[CH:21]=3)[CH:18]=[CH:19][C:14]2=[N:13][C:12]=1[CH3:30].[ClH:1].